Dataset: Reaction yield outcomes from USPTO patents with 853,638 reactions. Task: Predict the reaction yield, written as a fraction of the theoretical maximum amount of product (1.0 means a 100% yield; for example, 0.34 means a 34% yield). (1) The reactants are CS(Cl)(=O)=O.[CH2:6]([O:13][CH2:14][C@H:15]1[CH2:17][C@@H:16]1[CH2:18]O)[C:7]1[CH:12]=[CH:11][CH:10]=[CH:9][CH:8]=1.O.[C-:21]#[N:22].[K+]. The catalyst is C1COCC1. The product is [CH2:6]([O:13][CH2:14][C@H:15]1[CH2:17][C@@H:16]1[CH2:18][C:21]#[N:22])[C:7]1[CH:12]=[CH:11][CH:10]=[CH:9][CH:8]=1. The yield is 0.750. (2) The yield is 0.590. The product is [N+:8]([C:5]1[CH:6]=[CH:7][C:2]([N:33]2[CH:12]=[C:11]([C:13]3[CH:18]=[CH:17][CH:16]=[CH:15][N:14]=3)[N:35]=[N:34]2)=[CH:3][CH:4]=1)([O-:10])=[O:9]. The catalyst is O.O.O.O.O.S([O-])([O-])(=O)=O.[Cu+2].CS(C)=O.O. The reactants are I[C:2]1[CH:7]=[CH:6][C:5]([N+:8]([O-:10])=[O:9])=[CH:4][CH:3]=1.[C:11]([C:13]1[CH:18]=[CH:17][CH:16]=[CH:15][N:14]=1)#[CH:12].N1CCC[C@H]1C(O)=O.C([O-])([O-])=O.[Na+].[Na+].[N-:33]=[N+:34]=[N-:35].[Na+].[Na].O=C1O[C@H]([C@H](CO)O)C([O-])=C1O. (3) The reactants are [Li+].C[Si]([N-][Si](C)(C)C)(C)C.[Cl:11][C:12]1[C:13]([O:34][C:35](=[O:39])[N:36]([CH3:38])[CH3:37])=[CH:14][C:15]2[O:20][C:19](=[O:21])[C:18]([CH2:22][C:23]3[CH:28]=[CH:27][CH:26]=[C:25]([N+:29]([O-:31])=[O:30])[CH:24]=3)=[C:17]([CH3:32])[C:16]=2[CH:33]=1.[CH2:40]=[O:41].O. The catalyst is C1COCC1. The product is [Cl:11][C:12]1[C:13]([O:34][C:35](=[O:39])[N:36]([CH3:37])[CH3:38])=[CH:14][C:15]2[O:20][C:19](=[O:21])[C:18]([CH2:22][C:23]3[CH:28]=[CH:27][CH:26]=[C:25]([N+:29]([O-:31])=[O:30])[CH:24]=3)=[C:17]([CH2:32][CH2:40][OH:41])[C:16]=2[CH:33]=1. The yield is 0.860. (4) The reactants are [CH3:1][C:2]1([CH3:35])[C:11]2[CH:10]=[C:9]([C:12]([C:14]3[CH:15]=[C:16]4[C:21](=[CH:22][CH:23]=3)[CH:20]=[C:19]([C:24]([O:26]C)=[O:25])[CH:18]=[CH:17]4)=[O:13])[CH:8]=[CH:7][C:6]=2[C:5]([C:28]2[CH:33]=[CH:32][C:31]([CH3:34])=[CH:30][CH:29]=2)=[CH:4][CH2:3]1.O.[OH-].[Li+]. No catalyst specified. The product is [CH3:1][C:2]1([CH3:35])[C:11]2[CH:10]=[C:9]([C:12]([C:14]3[CH:15]=[C:16]4[C:21](=[CH:22][CH:23]=3)[CH:20]=[C:19]([C:24]([OH:26])=[O:25])[CH:18]=[CH:17]4)=[O:13])[CH:8]=[CH:7][C:6]=2[C:5]([C:28]2[CH:29]=[CH:30][C:31]([CH3:34])=[CH:32][CH:33]=2)=[CH:4][CH2:3]1. The yield is 0.980. (5) The reactants are [F:1][C:2]1[C:7]([F:8])=[CH:6][CH:5]=[CH:4][C:3]=1[C:9]1[N:41]=[C:12]2[CH:13]=[N:14][N:15]([CH:17]([C:22]3[O:26][N:25]=[C:24]([C:27]4[CH:32]=[CH:31][C:30]([O:33][CH2:34][CH2:35][CH3:36])=[CH:29][C:28]=4[C:37]([F:40])([F:39])[F:38])[CH:23]=3)[C:18]([O:20]C)=O)[CH:16]=[C:11]2[N:10]=1.[CH3:42][NH2:43].CO. No catalyst specified. The product is [F:1][C:2]1[C:7]([F:8])=[CH:6][CH:5]=[CH:4][C:3]=1[C:9]1[N:41]=[C:12]2[CH:13]=[N:14][N:15]([CH:17]([C:22]3[O:26][N:25]=[C:24]([C:27]4[CH:32]=[CH:31][C:30]([O:33][CH2:34][CH2:35][CH3:36])=[CH:29][C:28]=4[C:37]([F:38])([F:40])[F:39])[CH:23]=3)[C:18]([NH:43][CH3:42])=[O:20])[CH:16]=[C:11]2[N:10]=1. The yield is 0.740. (6) The reactants are [F:1][C:2]1[CH:7]=[CH:6][C:5]([C:8]([C:15]2[CH:16]=[N:17][C:18]([N:21]3[CH2:26][CH2:25][N:24]([C:27]([O-:29])=[O:28])[CH2:23][CH2:22]3)=[N:19][CH:20]=2)([CH2:13][OH:14])[C:9]([O:11]C)=O)=[CH:4][CH:3]=1.[Li+].[BH4-]. The catalyst is C1COCC1. The product is [F:1][C:2]1[CH:3]=[CH:4][C:5]([C:8]([C:15]2[CH:16]=[N:17][C:18]([N:21]3[CH2:26][CH2:25][N:24]([C:27]([O:29][C:5]([CH3:8])([CH3:6])[CH3:4])=[O:28])[CH2:23][CH2:22]3)=[N:19][CH:20]=2)([CH2:13][OH:14])[CH2:9][OH:11])=[CH:6][CH:7]=1. The yield is 0.470.